The task is: Regression/Classification. Given a drug SMILES string, predict its absorption, distribution, metabolism, or excretion properties. Task type varies by dataset: regression for continuous measurements (e.g., permeability, clearance, half-life) or binary classification for categorical outcomes (e.g., BBB penetration, CYP inhibition). Dataset: cyp2c19_veith.. This data is from CYP2C19 inhibition data for predicting drug metabolism from PubChem BioAssay. The molecule is FC(F)(F)c1cc(Oc2ccc(Cl)cc2)nc(-c2ccccn2)n1. The result is 0 (non-inhibitor).